The task is: Regression. Given two drug SMILES strings and cell line genomic features, predict the synergy score measuring deviation from expected non-interaction effect.. This data is from NCI-60 drug combinations with 297,098 pairs across 59 cell lines. Drug 1: C1C(C(OC1N2C=C(C(=O)NC2=O)F)CO)O. Drug 2: C1=NC2=C(N=C(N=C2N1C3C(C(C(O3)CO)O)F)Cl)N. Cell line: SF-539. Synergy scores: CSS=30.8, Synergy_ZIP=-2.57, Synergy_Bliss=-1.87, Synergy_Loewe=-21.8, Synergy_HSA=-1.98.